From a dataset of Forward reaction prediction with 1.9M reactions from USPTO patents (1976-2016). Predict the product of the given reaction. (1) Given the reactants [F:1][C:2]1[CH:7]=[C:6]([F:8])[CH:5]=[CH:4][C:3]=1[N:9]1[C:16]2[C@H:15]3[CH2:17][C@H:14]3[CH2:13][C:12]=2[C:11]([C:18](O)=[O:19])=[N:10]1.[NH2:21][C:22]1([C:25](OC)=[O:26])[CH2:24][CH2:23]1.[BH4-].[Na+].Cl, predict the reaction product. The product is: [OH:26][CH2:25][C:22]1([NH:21][C:18]([C:11]2[C:12]3[CH2:13][C@@H:14]4[CH2:17][C@@H:15]4[C:16]=3[N:9]([C:3]3[CH:4]=[CH:5][C:6]([F:8])=[CH:7][C:2]=3[F:1])[N:10]=2)=[O:19])[CH2:24][CH2:23]1. (2) Given the reactants [CH2:1]([N:8]1[C:13](=[O:14])[C:12]2[CH:15]=[C:16](Br)[S:17][C:11]=2[N:10]=[C:9]1[CH:19]([NH:22][CH2:23][CH2:24][N:25]([CH3:27])[CH3:26])[CH2:20][CH3:21])[C:2]1[CH:7]=[CH:6][CH:5]=[CH:4][CH:3]=1, predict the reaction product. The product is: [CH2:1]([N:8]1[C:13](=[O:14])[C:12]2[CH:15]=[CH:16][S:17][C:11]=2[N:10]=[C:9]1[CH:19]([NH:22][CH2:23][CH2:24][N:25]([CH3:27])[CH3:26])[CH2:20][CH3:21])[C:2]1[CH:3]=[CH:4][CH:5]=[CH:6][CH:7]=1. (3) The product is: [Cl:28][C:23]1[CH:22]=[C:21]([NH:20][C:11]2[C:10]3[C:15](=[CH:16][C:17]([O:18][CH3:19])=[C:8]([NH:7][C:5](=[O:6])/[CH:4]=[CH:3]/[CH2:2][N:33]4[CH2:34][CH2:35][CH:36]5[O:29][CH2:30][CH2:31][CH:32]45)[CH:9]=3)[N:14]=[CH:13][N:12]=2)[CH:26]=[CH:25][C:24]=1[F:27]. Given the reactants Br[CH2:2]/[CH:3]=[CH:4]/[C:5]([NH:7][C:8]1[CH:9]=[C:10]2[C:15](=[CH:16][C:17]=1[O:18][CH3:19])[N:14]=[CH:13][N:12]=[C:11]2[NH:20][C:21]1[CH:26]=[CH:25][C:24]([F:27])=[C:23]([Cl:28])[CH:22]=1)=[O:6].[O:29]1[CH:36]2[CH:32]([NH:33][CH2:34][CH2:35]2)[CH2:31][CH2:30]1.CCN(C(C)C)C(C)C.O, predict the reaction product. (4) Given the reactants [Na].[C:2]([O:10][CH2:11][CH3:12])(=[O:9])[CH2:3][C:4]([O:6]CC)=O.[N:13]([CH2:16][C:17]1[CH:22]=[CH:21][C:20]([O:23][CH3:24])=[CH:19][CH:18]=1)=[N+:14]=[N-:15], predict the reaction product. The product is: [OH:6][C:4]1[N:13]([CH2:16][C:17]2[CH:22]=[CH:21][C:20]([O:23][CH3:24])=[CH:19][CH:18]=2)[N:14]=[N:15][C:3]=1[C:2]([O:10][CH2:11][CH3:12])=[O:9]. (5) Given the reactants Br[C:2]1[CH:3]=[CH:4][C:5]([N:8]2[Si](C)(C)CC[Si]2(C)C)=[N:6][CH:7]=1.[CH2:17]([SH:19])[CH3:18].CC1(C)C2C(=C(P(C3C=CC=CC=3)C3C=CC=CC=3)C=CC=2)OC2C(P(C3C=CC=CC=3)C3C=CC=CC=3)=CC=CC1=2.CCN(C(C)C)C(C)C, predict the reaction product. The product is: [CH2:17]([S:19][C:2]1[CH:3]=[CH:4][C:5]([NH2:8])=[N:6][CH:7]=1)[CH3:18]. (6) Given the reactants ClC1C2C(=CC=C(F)C=2)N=C(CC)C=1C1C=CC=CC=1.C[O-].[Na+].[CH2:24]([C:26]1[C:35]([C:36]2[CH:41]=[CH:40][CH:39]=[CH:38][CH:37]=2)=[C:34]([O:42][CH3:43])[C:33]2[C:28](=[CH:29][CH:30]=[C:31]([F:44])[CH:32]=2)[N:27]=1)[CH3:25].[Br:45]N1C(C)(C)C(=O)N(Br)C1=O.C(OOC(=O)C1C=CC=CC=1)(=O)C1C=CC=CC=1.C(=O)(O)[O-].[Na+], predict the reaction product. The product is: [Br:45][CH:24]([C:26]1[C:35]([C:36]2[CH:41]=[CH:40][CH:39]=[CH:38][CH:37]=2)=[C:34]([O:42][CH3:43])[C:33]2[C:28](=[CH:29][CH:30]=[C:31]([F:44])[CH:32]=2)[N:27]=1)[CH3:25]. (7) Given the reactants C([N:3]1[C:11]2[C:6](=[C:7](B3OC(C)(C)C(C)(C)O3)[CH:8]=[CH:9][CH:10]=2)[CH:5]=[N:4]1)C.CCO.C([O-])([O-])=O.[Na+].[Na+].O.FC(F)(F)S(O[C:37]1[CH2:38][CH2:39][N:40]([CH3:43])[CH2:41][CH:42]=1)(=O)=O, predict the reaction product. The product is: [CH3:43][N:40]1[CH2:39][CH:38]=[C:37]([C:7]2[CH:8]=[CH:9][CH:10]=[C:11]3[C:6]=2[CH:5]=[N:4][NH:3]3)[CH2:42][CH2:41]1. (8) Given the reactants [CH3:1][C:2]1[C:3]([N:11]=[C:12]=[O:13])=[CH:4][C:5]([N:8]=[C:9]=[O:10])=[CH:6][CH:7]=1.[C:14]([O:19][CH2:20][CH2:21][OH:22])(=[O:18])[C:15]([CH3:17])=[CH2:16].C1(C=CC(O)=CC=1)O, predict the reaction product. The product is: [CH3:1][C:2]1[C:3]([N:11]=[C:12]=[O:13])=[CH:4][C:5]([N:8]=[C:9]=[O:10])=[CH:6][CH:7]=1.[C:14]([O:19][CH2:20][CH2:21][OH:22])(=[O:18])[C:15]([CH3:17])=[CH2:16].